Task: Regression. Given a peptide amino acid sequence and an MHC pseudo amino acid sequence, predict their binding affinity value. This is MHC class II binding data.. Dataset: Peptide-MHC class II binding affinity with 134,281 pairs from IEDB (1) The peptide sequence is VYMDAVFEYTIDCDG. The MHC is HLA-DQA10501-DQB10402 with pseudo-sequence HLA-DQA10501-DQB10402. The binding affinity (normalized) is 0. (2) The peptide sequence is DVKFPGEGQIVGGVY. The MHC is HLA-DQA10501-DQB10301 with pseudo-sequence HLA-DQA10501-DQB10301. The binding affinity (normalized) is 0.574. (3) The peptide sequence is FRNVLSIAPIMFSNKM. The MHC is DRB1_0401 with pseudo-sequence DRB1_0401. The binding affinity (normalized) is 0.703. (4) The peptide sequence is LNDSGETVKCRAPGG. The MHC is DRB1_0301 with pseudo-sequence DRB1_0301. The binding affinity (normalized) is 0.195. (5) The peptide sequence is FPGGKCSGITVSSTY. The MHC is DRB1_0301 with pseudo-sequence DRB1_0301. The binding affinity (normalized) is 0. (6) The peptide sequence is TKFFYLLGLSAIMQV. The MHC is DRB1_0101 with pseudo-sequence DRB1_0101. The binding affinity (normalized) is 1.00.